Dataset: Experimentally validated miRNA-target interactions with 360,000+ pairs, plus equal number of negative samples. Task: Binary Classification. Given a miRNA mature sequence and a target amino acid sequence, predict their likelihood of interaction. (1) The miRNA is hsa-miR-4664-5p with sequence UGGGGUGCCCACUCCGCAAGUU. The protein sequence of the target gene is MGTGFARGARGTAASGPGGGFLFAWILVSFTCHLASTQGAPEDVDVLQRLGLSWTKAGGGRSPTPPGVIPFPSGFIFTQRAKLQAPTANVLPTTLGRELALVLSLCSHRVNHAFLFAIRSRKHKLQLGLQFLPGRTIIHLGPRQSVAFDLDVHDGRWHHLALELRGRTVTMVTACGQHRVPVPLPSRRDSMLDPQGSFLLGKVNPRAVQFEGALCQFSIHPVAQVAHNYCAHLRERCRQVDTYSPQVGTLFPWDSGPAFALHPEPALLGLGNLTRTPATLGARPVSRALAVTLAPAMPTK.... Result: 0 (no interaction). (2) The miRNA is hsa-miR-4799-5p with sequence AUCUAAAUGCAGCAUGCCAGUC. The protein sequence of the target gene is MADTATTASAAAASAASASSDAPPFQLGKPRFQQTSFYGRFRHFLDIIDPRTLFVTERRLREAVQLLEDYKHGTLRPGVTNEQLWSAQKIKQAILHPDTNEKIFMPFRMSGYIPFGTPIVVGLLLPNQTLASTVFWQWLNQSHNACVNYANRNATKPSPASKFIQGYLGAVISAVSIAVGLNVLVQKANKFTPATRLLIQRFVPFPAVASANICNVVLMRYGELEEGIDVLDSDGNLVGSSKIAARHALLETALTRVVLPMPILVLPPIVMSMLEKTALLQARPRLLLPVQSLVCLAAFG.... Result: 0 (no interaction). (3) The miRNA is mmu-miR-411-3p with sequence UAUGUAACACGGUCCACUAACC. The protein sequence of the target gene is MRACISLVLAVLCGLAWAGKIESCASRCNEKFNRDAACQCDRRCLWHGNCCEDYEHLCTEDHKESEPLPQLEEETEEALASNLYSAPTSCQGRCYEAFDKHHQCHCNARCQEFGNCCKDFESLCSDHEVSHSSDAITKEEIQSISEKIYRADTNKAQKEDIVLNSQNCISPSETRNQVDRCPKPLFTYVNEKLFSKPTYAAFINLLNNYQRATGHGEHFSAQELAEQDAFLREIMKTAVMKELYSFLHHQNRYGSEQEFVDDLKNMWFGLYSRGNEEGDSSGFEHVFSGEVKKGKVTGFH.... Result: 0 (no interaction). (4) The miRNA is mmu-miR-410-3p with sequence AAUAUAACACAGAUGGCCUGU. The protein sequence of the target gene is MASQTQGIQQLLQAEKRAAEKVADARKRKARRLKQAKEEAQMEVEQYRREREQEFQSKQQAAMGSQGNLSAEVEQATRRQVQGMQSSQQRNRERVLAQLLGMVCEVRPQVHPNYRVTV. Result: 0 (no interaction). (5) The miRNA is hsa-miR-33a-5p with sequence GUGCAUUGUAGUUGCAUUGCA. The protein sequence of the target gene is MTGKKSSREKRRKRSSQEAAAALAAPDIVPALASGSSGSTSGCGSAGGCGSVSCCGNANFSGSVTGGGSGGSCWGGSSVERSERRKRRSTDSSSVSGSLQQETKYILPTLEKELFLAEHSDLEEGGLDLTVSLKPVSFYISDKKEMLQQCFCIIGEKKLQKMLPDVLKNCSIEEIKKLCQEQLELLSEKKILKILEGDNGMDSDMEEEADDGSKMGSDLVSQQDICIDSASSVRENKQPEGLELKQGKGEDSDVLSINADAYDSDIEGPCNEEAAAPEAPENTVQSEAGQIDDLEKDIEK.... Result: 0 (no interaction). (6) The miRNA is hsa-miR-501-3p with sequence AAUGCACCCGGGCAAGGAUUCU. The protein sequence of the target gene is MEESEPERKRARTDEVPAGGSRSEAEDEDDEDYVPYVPLRQRRQLLLQKLLQRRRKGAAEEEQQDSGSEPRGDEDDIPLGPQSNVSLLDQHQHLKEKAEARKESAKEKQLKEEEKILESVAEGRALMSVKEMAKGITYDDPIKTSWTPPRYVLSMSEERHERVRKKYHILVEGDGIPPPIKSFKEMKFPAAILRGLKKKGIHHPTPIQIQGIPTILSGRDMIGIAFTGSGKTLVFTLPVIMFCLEQEKRLPFSKREGPYGLIICPSRELARQTHGILEYYCRLLQEDSSPLLRCALCIGG.... Result: 0 (no interaction). (7) The miRNA is mmu-miR-200c-3p with sequence UAAUACUGCCGGGUAAUGAUGGA. The protein sequence of the target gene is MLWFFSVRALAERPCRRSPGITCCVLLLLNCSGVPMSLASSFLTGSVAKCENEGEVLQIPFITDNPCIMCVCLNKEVTCKREKCPVLSRDCALAIKQRGACCERCKGCTHEGRTYNSSFKWQTPAEPCVLRQCQEGVVTESEVRCVVHCKNPAEHQGACCPTCPGCVFEGVQYREGEEFQPEGNKCITCSCVGGRTQCVREVCPILSCPQHLSHTPSGQCCPKCLGQRKVFDLPFGSCLFRSDVYDNGASFVYDNCTVCTCKDSTMVCKKKCSHPGVCNSDEDACCEDCLLRVPPEDIKV.... Result: 0 (no interaction). (8) The miRNA is hsa-miR-4471 with sequence UGGGAACUUAGUAGAGGUUUAA. The protein sequence of the target gene is MFRTAVMMAASLALTGAVVAHAYYLKHQFYPTVVYLTKSSPSMAVLYIQAFVLVFLLGKVMGKVFFGQLRAAEMEHLLERSWYAVTETCLAFTVFRDDFSPRFVALFTLLLFLKCFHWLAEDRVDFMERSPNISWLFHCRIVSLMFLLGILDFLFVSHAYHSILTRGASVQLVFGFEYAILMTMVLTIFIKYVLHSVDLQSENPWDNKAVYMLYTELFTGFIKVLLYMAFMTIMIKVHTFPLFAIRPMYLAMRQFKKAVTDAIMSRRAIRNMNTLYPDATPEELQAMDNVCIICREEMVT.... Result: 1 (interaction). (9) The protein sequence of the target gene is MTKTALLKLFVAIVITFILILPEYFKTPKERTLELSCLEVCLQSNFTYSLSSLNFSFVTFLQPVRETQIIMRIFLNPSNFRNFTRTCQDITGEFKMCSSCLVCESKGNMDFISQEQTSKVLIRRGSMEVKANDFHSPCQHFNFSVAPLVDHLEEYNTTCHLKNHTGRSTIMEDEPSKEKSINYTCRIMEYPNDCIHISLHLEMDIKNITCSMKITWYILVLLVFIFLIILTIRKILEGQRRVQKWQSHRDKPTSVLLRGSDSEKLRALNVQVLSAETTQRLPLDQVQEVLPPIPEL. Result: 0 (no interaction). The miRNA is hsa-miR-4516 with sequence GGGAGAAGGGUCGGGGC.